From a dataset of Reaction yield outcomes from USPTO patents with 853,638 reactions. Predict the reaction yield, written as a fraction of the theoretical maximum amount of product (1.0 means a 100% yield; for example, 0.34 means a 34% yield). (1) The reactants are C(N(CC)CC)C.[NH2:8][C:9]1[N:14]=[C:13](Cl)[CH:12]=[C:11]([CH3:16])[N:10]=1.[CH2:17]([NH2:24])[C:18]1[CH:23]=[CH:22][CH:21]=[CH:20][CH:19]=1. The catalyst is O1CCOCC1. The product is [CH2:17]([NH:24][C:13]1[CH:12]=[C:11]([CH3:16])[N:10]=[C:9]([NH2:8])[N:14]=1)[C:18]1[CH:23]=[CH:22][CH:21]=[CH:20][CH:19]=1. The yield is 0.890. (2) The reactants are [Cl:1][C:2]1[S:6][C:5]([NH2:7])=[N:4][CH:3]=1.[Br:8][CH2:9][C:10]([OH:12])=[O:11]. The catalyst is CCO. The product is [BrH:8].[Cl:1][C:2]1[S:6][C:5](=[NH:7])[N:4]([CH2:9][C:10]([OH:12])=[O:11])[CH:3]=1. The yield is 0.100. (3) The reactants are Cl[C:2]1[CH:10]=[CH:9][C:8]([C:11]([F:14])([F:13])[F:12])=[CH:7][C:3]=1[C:4]([OH:6])=[O:5].BrC1C=CC=CC=1C(O)=O.[SH:25][C:26]1[CH:34]=[CH:33][CH:32]=[CH:31][C:27]=1[C:28]([OH:30])=[O:29]. No catalyst specified. The product is [C:28]([C:27]1[CH:31]=[CH:32][CH:33]=[CH:34][C:26]=1[S:25][C:2]1[CH:10]=[CH:9][C:8]([C:11]([F:14])([F:13])[F:12])=[CH:7][C:3]=1[C:4]([OH:6])=[O:5])([OH:30])=[O:29]. The yield is 0.880. (4) The reactants are [CH3:1][N:2]([CH3:27])[C:3](=[O:26])[C@@H:4]([N:8]1[C:14](=[O:15])[CH2:13][CH2:12][N:11]([C:16]2[CH:21]=[CH:20][CH:19]=[C:18]([C:22]([F:25])([F:24])[F:23])[CH:17]=2)[CH2:10][CH2:9]1)[CH2:5][CH:6]=O.Cl.[CH2:29]1[C:31]2([CH2:36][CH2:35][NH:34][CH2:33][C@H:32]2[OH:37])[CH2:30]1. No catalyst specified. The product is [OH:37][C@@H:32]1[CH2:33][N:34]([CH2:6][CH2:5][C@H:4]([N:8]2[C:14](=[O:15])[CH2:13][CH2:12][N:11]([C:16]3[CH:21]=[CH:20][CH:19]=[C:18]([C:22]([F:24])([F:23])[F:25])[CH:17]=3)[CH2:10][CH2:9]2)[C:3]([N:2]([CH3:1])[CH3:27])=[O:26])[CH2:35][CH2:36][C:31]21[CH2:30][CH2:29]2. The yield is 0.570. (5) The reactants are [CH:1]1([C@H:5]([N:7]([CH2:25][C:26]2[N:27]=[N:28][N:29](CC3C=CC(OC)=CC=3OC)[CH:30]=2)[C:8](=[O:24])[O:9][CH2:10][CH:11]2[C:23]3[CH:22]=[CH:21][CH:20]=[CH:19][C:18]=3[C:17]3[C:12]2=[CH:13][CH:14]=[CH:15][CH:16]=3)[CH3:6])[CH2:4][CH2:3][CH2:2]1. The catalyst is C(O)(C(F)(F)F)=O. The product is [NH:29]1[CH:30]=[C:26]([CH2:25][N:7]([C@@H:5]([CH:1]2[CH2:2][CH2:3][CH2:4]2)[CH3:6])[C:8](=[O:24])[O:9][CH2:10][CH:11]2[C:12]3[CH:13]=[CH:14][CH:15]=[CH:16][C:17]=3[C:18]3[C:23]2=[CH:22][CH:21]=[CH:20][CH:19]=3)[N:27]=[N:28]1. The yield is 0.870.